From a dataset of Full USPTO retrosynthesis dataset with 1.9M reactions from patents (1976-2016). Predict the reactants needed to synthesize the given product. (1) Given the product [Si:1]([O:8][CH2:9][CH2:10][C:11]1[C@@H:12]([CH2:25][O:26][Si:27]([C:30]([CH3:33])([CH3:32])[CH3:31])([CH3:28])[CH3:29])[N:13]([C:18]([O:20][C:21]([CH3:24])([CH3:22])[CH3:23])=[O:19])[CH2:14][C@@H:15]([OH:17])[CH:16]=1)([C:4]([CH3:7])([CH3:5])[CH3:6])([CH3:3])[CH3:2], predict the reactants needed to synthesize it. The reactants are: [Si:1]([O:8][CH2:9][CH2:10][C:11]1[C@@H:12]([CH2:25][O:26][Si:27]([C:30]([CH3:33])([CH3:32])[CH3:31])([CH3:29])[CH3:28])[N:13]([C:18]([O:20][C:21]([CH3:24])([CH3:23])[CH3:22])=[O:19])[CH2:14][C:15](=[O:17])[CH:16]=1)([C:4]([CH3:7])([CH3:6])[CH3:5])([CH3:3])[CH3:2].[Si](OC[C@@H]1C=C(C)[C@H](O)CN1C(OC(C)(C)C)=O)(C(C)(C)C)(C)C. (2) Given the product [CH2:12]([O:14][CH:15]([O:18][CH2:19][CH3:20])[CH2:16][NH:17][CH:8]1[CH2:9][CH2:10][C:5]2([O:4][CH2:3][CH2:2][O:1]2)[CH2:6][CH2:7]1)[CH3:13], predict the reactants needed to synthesize it. The reactants are: [O:1]1[C:5]2([CH2:10][CH2:9][C:8](=O)[CH2:7][CH2:6]2)[O:4][CH2:3][CH2:2]1.[CH2:12]([O:14][CH:15]([O:18][CH2:19][CH3:20])[CH2:16][NH2:17])[CH3:13]. (3) Given the product [CH3:2][Si:3]([CH3:6])([CH3:5])[O:7][Si:3]([CH3:6])([CH3:5])[CH3:2], predict the reactants needed to synthesize it. The reactants are: Cl.[CH3:2][Si:3]([CH3:6])([CH3:5])Cl.[OH2:7]. (4) Given the product [NH3:6].[N:10]1([CH2:8][C:5]2[N:6]=[CH:7][C:2]([OH:1])=[CH:3][CH:4]=2)[CH2:15][CH2:14][CH2:13][CH2:12][CH2:11]1, predict the reactants needed to synthesize it. The reactants are: [OH:1][C:2]1[CH:3]=[CH:4][C:5]([C:8]([N:10]2[CH2:15][CH2:14][CH2:13][CH2:12][CH2:11]2)=O)=[N:6][CH:7]=1. (5) Given the product [NH2:12][C:9]1[CH:10]=[CH:11][C:6]([C:2]([CH3:1])([CH3:5])[C:3]#[N:4])=[C:7]([CH3:15])[CH:8]=1, predict the reactants needed to synthesize it. The reactants are: [CH3:1][C:2]([C:6]1[CH:11]=[CH:10][C:9]([N+:12]([O-])=O)=[CH:8][C:7]=1[CH3:15])([CH3:5])[C:3]#[N:4].